From a dataset of CYP3A4 inhibition data for predicting drug metabolism from PubChem BioAssay. Regression/Classification. Given a drug SMILES string, predict its absorption, distribution, metabolism, or excretion properties. Task type varies by dataset: regression for continuous measurements (e.g., permeability, clearance, half-life) or binary classification for categorical outcomes (e.g., BBB penetration, CYP inhibition). Dataset: cyp3a4_veith. (1) The drug is C=CCn1c(CCC(=O)O)ccc1-c1ccc(F)cc1. The result is 0 (non-inhibitor). (2) The drug is CC1=NS(=O)(=O)c2cc(Cl)ccc2N1. The result is 0 (non-inhibitor). (3) The drug is COC(=O)[C@@]1(Cc2ccc(OC)cc2)[C@H]2c3cc(C(=O)N4CCCC4)n(Cc4ccc(C)o4)c3C[C@H]2CN1C(=O)c1ccccc1. The result is 1 (inhibitor). (4) The molecule is CCC(=O)O[C@H](CC(=O)O)C[N+](C)(C)C. The result is 0 (non-inhibitor). (5) The compound is COc1ncc2nc(-c3ccc(F)cc3)c(=O)n(C[C@H]3CCCO3)c2n1. The result is 1 (inhibitor).